Dataset: Full USPTO retrosynthesis dataset with 1.9M reactions from patents (1976-2016). Task: Predict the reactants needed to synthesize the given product. Given the product [CH2:59]([O:67][CH2:68][O:22][C:21]([C:8]1[N:7]2[C@H:3]([C@@H:2]([CH3:1])[C:9]=1[S:10][C@H:11]1[CH2:12][C@@H:13]([C:16]([N:18]([CH3:19])[CH3:20])=[O:17])[N:14]([C:53]([O:50][CH2:43][O:42][CH2:41][C:33]3[CH:32]=[CH:37][CH:36]=[CH:35][CH:34]=3)=[O:56])[CH2:15]1)[C@@H:4]([C@H:24]([OH:26])[CH3:25])[C:5]2=[O:6])=[O:23])[C:60]1[CH:65]=[CH:64][CH:63]=[CH:62][CH:61]=1, predict the reactants needed to synthesize it. The reactants are: [CH3:1][C@H:2]1[C:9]([S:10][C@@H:11]2[CH2:15][NH:14][C@H:13]([C:16]([N:18]([CH3:20])[CH3:19])=[O:17])[CH2:12]2)=[C:8]([C:21]([OH:23])=[O:22])[N:7]2[C@H:3]1[C@@H:4]([C@H:24]([OH:26])[CH3:25])[C:5]2=[O:6].O.O.O.C(=O)([O-])O[C:32]1[CH:37]=[CH:36][C:35]([N+]([O-])=O)=[CH:34][C:33]=1[CH2:41][O:42][C:43](=[O:50])C1C=CC=CC=1.[C:53](=[O:56])([O-])[O-].[Na+].[Na+].[C:59]([O:67][CH2:68]I)(=O)[C:60]1[CH:65]=[CH:64][CH:63]=[CH:62][CH:61]=1.